From a dataset of Full USPTO retrosynthesis dataset with 1.9M reactions from patents (1976-2016). Predict the reactants needed to synthesize the given product. (1) Given the product [CH3:18][C:15]12[CH2:16][C:29]3([O:30][CH2:11][CH2:21][NH:22][CH3:26])[CH2:19][C:13]([CH3:20])([CH2:12][C:11]([CH2:21][N:22]4[C:26]([CH3:27])=[C:25]([I:28])[CH:24]=[N:23]4)([CH2:10]3)[CH2:17]1)[CH2:14]2, predict the reactants needed to synthesize it. The reactants are: CS(OCCOC12[CH2:19][C:13]3([CH3:20])[CH2:14][C:15]([CH3:18])([CH2:17][C:11]([CH2:21][N:22]4[C:26]([CH3:27])=[C:25]([I:28])[CH:24]=[N:23]4)([CH2:12]3)[CH2:10]1)[CH2:16]2)(=O)=O.[CH3:29][OH:30]. (2) The reactants are: Cl.[CH3:2][O:3][C:4]1[CH:5]=[C:6]([CH:11]=[CH:12][C:13]=1[C:14]1[O:18][C:17]([CH3:19])=[N:16][CH:15]=1)[C:7]([NH:9][NH2:10])=[O:8].[Cl:20][CH2:21][CH2:22][CH2:23][CH:24]([C:28]1[CH:33]=[C:32]([F:34])[C:31]([F:35])=[C:30]([F:36])[CH:29]=1)[C:25](O)=O.C(N(CC)CC)C.P(C#N)(OCC)(OCC)=O.C(Cl)(Cl)(Cl)Cl.C1(P(C2C=CC=CC=2)C2C=CC=CC=2)C=CC=CC=1. Given the product [Cl:20][CH2:21][CH2:22][CH2:23][CH:24]([C:25]1[O:8][C:7]([C:6]2[CH:11]=[CH:12][C:13]([C:14]3[O:18][C:17]([CH3:19])=[N:16][CH:15]=3)=[C:4]([O:3][CH3:2])[CH:5]=2)=[N:9][N:10]=1)[C:28]1[CH:29]=[C:30]([F:36])[C:31]([F:35])=[C:32]([F:34])[CH:33]=1, predict the reactants needed to synthesize it.